Dataset: Reaction yield outcomes from USPTO patents with 853,638 reactions. Task: Predict the reaction yield, written as a fraction of the theoretical maximum amount of product (1.0 means a 100% yield; for example, 0.34 means a 34% yield). (1) The reactants are [NH2:1][C:2]1[CH:24]=[CH:23][C:5]([C:6]2[O:7][C:8]3[C:13]([C:14](=[O:16])[CH:15]=2)=[C:12]([O:17][CH3:18])[C:11]([O:19][CH3:20])=[C:10]([O:21][CH3:22])[CH:9]=3)=[CH:4][CH:3]=1.N1C=CC=CC=1.[CH3:31][S:32](Cl)(=[O:34])=[O:33].C([O-])(O)=O.[Na+]. The catalyst is C(Cl)Cl. The product is [CH3:31][S:32]([NH:1][C:2]1[CH:3]=[CH:4][C:5]([C:6]2[O:7][C:8]3[C:13]([C:14](=[O:16])[CH:15]=2)=[C:12]([O:17][CH3:18])[C:11]([O:19][CH3:20])=[C:10]([O:21][CH3:22])[CH:9]=3)=[CH:23][CH:24]=1)(=[O:34])=[O:33]. The yield is 0.740. (2) The reactants are [C:1]([C:3]1[C:7]([CH3:8])=[C:6]([CH3:9])[S:5][C:4]=1[NH:10][C:11]([NH:13]C(=O)C1C=CC=CC=1)=[S:12])#[N:2].[OH-].[Na+]. The catalyst is CCO. The product is [NH2:2][C:1]1[C:3]2[C:7]([CH3:8])=[C:6]([CH3:9])[S:5][C:4]=2[NH:10][C:11](=[S:12])[N:13]=1. The yield is 0.870. (3) The reactants are [C:1]([C:5]1[O:9][N:8]=[C:7]([NH:10][C:11]([NH:13][C:14]2[CH:19]=[CH:18][CH:17]=[C:16]([O:20][C:21]3[C:30]4[C:25](=[CH:26][C:27]([OH:31])=[CH:28][CH:29]=4)[N:24]=[CH:23][N:22]=3)[CH:15]=2)=[O:12])[CH:6]=1)([CH3:4])([CH3:3])[CH3:2].C(=O)([O-])[O-].[Cs+].[Cs+].Br[CH2:39][CH2:40][O:41][CH3:42]. The catalyst is CN(C=O)C. The product is [C:1]([C:5]1[O:9][N:8]=[C:7]([NH:10][C:11]([NH:13][C:14]2[CH:19]=[CH:18][CH:17]=[C:16]([O:20][C:21]3[C:30]4[C:25](=[CH:26][C:27]([O:31][CH2:39][CH2:40][O:41][CH3:42])=[CH:28][CH:29]=4)[N:24]=[CH:23][N:22]=3)[CH:15]=2)=[O:12])[CH:6]=1)([CH3:4])([CH3:2])[CH3:3]. The yield is 0.150. (4) The reactants are C[O:2][C:3](=O)[CH2:4][C:5]([NH:7][C:8]1[CH:13]=[CH:12][C:11]([O:14][CH2:15][C:16]2[CH:21]=[CH:20][CH:19]=[CH:18][CH:17]=2)=[CH:10][CH:9]=1)=[O:6].[OH-].[NH4+:24]. No catalyst specified. The product is [CH2:15]([O:14][C:11]1[CH:12]=[CH:13][C:8]([NH:7][C:5](=[O:6])[CH2:4][C:3]([NH2:24])=[O:2])=[CH:9][CH:10]=1)[C:16]1[CH:21]=[CH:20][CH:19]=[CH:18][CH:17]=1. The yield is 0.850. (5) The reactants are C(=O)(O)O.[NH:5]([C:7](=[NH:9])[NH2:8])[NH2:6].[CH3:10][C:11]1[CH:19]=[CH:18][CH:17]=[CH:16][C:12]=1[C:13](Cl)=[O:14]. The catalyst is N1C=CC=CC=1. The product is [CH3:10][C:11]1[CH:19]=[CH:18][CH:17]=[CH:16][C:12]=1[C:13]([NH:6][NH:5][C:7](=[NH:8])[NH2:9])=[O:14]. The yield is 0.350. (6) The reactants are [CH:1]1[C:6](/[CH:7]=[CH:8]/[C:9](O)=[O:10])=[CH:5][CH:4]=[C:3]([OH:12])[CH:2]=1.C1C=CC2N(O)[N:20]=[N:19]C=2C=1.CCN=C=NCCCN(C)C.Cl.NN.C1CCCCC=1. The catalyst is C(#N)C. The product is [OH:12][C:3]1[CH:4]=[CH:5][C:6](/[CH:7]=[CH:8]/[C:9]([NH:19][NH2:20])=[O:10])=[CH:1][CH:2]=1. The yield is 0.360. (7) The reactants are Br[C:2]1[C:7]([N:8]([CH2:23][O:24][CH3:25])[S:9]([C:12]2[CH:17]=[CH:16][C:15]([Cl:18])=[C:14]([C:19]([F:22])([F:21])[F:20])[CH:13]=2)(=[O:11])=[O:10])=[CH:6][C:5]([CH3:26])=[CH:4][N:3]=1.C([Mg]Cl)(C)C.[Cl:32][C:33]1[CH:40]=[CH:39][C:38]([N+:41]([O-:43])=[O:42])=[CH:37][C:34]=1[CH:35]=[O:36]. The catalyst is C1COCC1. The product is [Cl:18][C:15]1[CH:16]=[CH:17][C:12]([S:9]([N:8]([C:7]2[C:2]([CH:35]([C:34]3[CH:37]=[C:38]([N+:41]([O-:43])=[O:42])[CH:39]=[CH:40][C:33]=3[Cl:32])[OH:36])=[N:3][CH:4]=[C:5]([CH3:26])[CH:6]=2)[CH2:23][O:24][CH3:25])(=[O:11])=[O:10])=[CH:13][C:14]=1[C:19]([F:22])([F:21])[F:20]. The yield is 0.760. (8) The reactants are [Cl:1][C:2]1[CH:3]=[N:4][N:5]([CH3:16])[C:6]=1[C:7]1[CH:8]=[C:9]([C:13]([OH:15])=O)[O:10][C:11]=1[CH3:12].[NH2:17][C@@H:18]([CH2:31][C:32]1[CH:37]=[CH:36][CH:35]=[C:34]([C:38]([F:41])([F:40])[F:39])[CH:33]=1)[CH2:19][N:20]1[C:28](=[O:29])[C:27]2[C:22](=[CH:23][CH:24]=[CH:25][CH:26]=2)[C:21]1=[O:30].CC(OC(N[C@H](C(O)=O)CC1C=CC=CC=1C(F)(F)F)=O)(C)C.C1CN([P+](Br)(N2CCCC2)N2CCCC2)CC1.F[P-](F)(F)(F)(F)F.CCN(C(C)C)C(C)C. The catalyst is C(Cl)(Cl)Cl. The product is [Cl:1][C:2]1[CH:3]=[N:4][N:5]([CH3:16])[C:6]=1[C:7]1[CH:8]=[C:9]([C:13]([NH:17][C@@H:18]([CH2:31][C:32]2[CH:37]=[CH:36][CH:35]=[C:34]([C:38]([F:41])([F:39])[F:40])[CH:33]=2)[CH2:19][N:20]2[C:21](=[O:30])[C:22]3[C:27](=[CH:26][CH:25]=[CH:24][CH:23]=3)[C:28]2=[O:29])=[O:15])[O:10][C:11]=1[CH3:12]. The yield is 0.480. (9) The catalyst is C(O)(=O)C. The reactants are [Cl:1][C:2]1[CH:7]=[CH:6][C:5]([C:8]2[N:12]=[C:11]([C:13]3[S:14][CH:15]=[CH:16][C:17]=3[Cl:18])[O:10][N:9]=2)=[CH:4][C:3]=1[NH2:19].[CH2:20](OC(OCC)CN(C)C)[CH3:21].O.C([BH3-])#N.[Na+]. The product is [Cl:1][C:2]1[CH:7]=[CH:6][C:5]([C:8]2[N:12]=[C:11]([C:13]3[S:14][CH:15]=[CH:16][C:17]=3[Cl:18])[O:10][N:9]=2)=[CH:4][C:3]=1[NH:19][CH2:20][CH3:21]. The yield is 0.200.